Predict the reaction yield, written as a fraction of the theoretical maximum amount of product (1.0 means a 100% yield; for example, 0.34 means a 34% yield). From a dataset of Reaction yield outcomes from USPTO patents with 853,638 reactions. The reactants are [Br:1][C:2]1[CH:7]=[CH:6][C:5]([O:8][C:9](=[O:14])[CH:10]=[C:11]([CH3:13])[CH3:12])=[CH:4][CH:3]=1.[Cl-].[Al+3].[Cl-].[Cl-]. The catalyst is ClCCl. The product is [Br:1][C:2]1[CH:3]=[C:4]2[C:5](=[CH:6][CH:7]=1)[O:8][C:9](=[O:14])[CH2:10][C:11]2([CH3:12])[CH3:13]. The yield is 0.570.